This data is from Full USPTO retrosynthesis dataset with 1.9M reactions from patents (1976-2016). The task is: Predict the reactants needed to synthesize the given product. (1) Given the product [Cl:1][C:2]1[N:3]=[N:4][C:5]([NH2:15])=[CH:6][C:7]=1[C:8]1[CH:13]=[CH:12][CH:11]=[CH:10][CH:9]=1, predict the reactants needed to synthesize it. The reactants are: [Cl:1][C:2]1[N:3]=[N:4][C:5](Cl)=[CH:6][C:7]=1[C:8]1[CH:13]=[CH:12][CH:11]=[CH:10][CH:9]=1.[NH3:15]. (2) Given the product [Cl:27][C:21]1[C:20]([CH3:28])=[C:19]([N:14]2[C:15](=[O:18])[C@@:16]3([CH3:17])[C@H:9]([OH:8])[CH2:10][CH2:11][N:12]3[C:13]2=[O:29])[CH:26]=[CH:25][C:22]=1[C:23]#[N:24], predict the reactants needed to synthesize it. The reactants are: [Si]([O:8][C@H:9]1[C@@:16]2([CH3:17])[N:12]([C:13](=[O:29])[N:14]([C:19]3[CH:26]=[CH:25][C:22]([C:23]#[N:24])=[C:21]([Cl:27])[C:20]=3[CH3:28])[C:15]2=[O:18])[CH2:11][CH2:10]1)(C(C)(C)C)(C)C.C([O-])(O)=O.[Na+].C(Cl)Cl. (3) Given the product [ClH:38].[NH2:7][C@H:8]([C:14](=[O:15])[N:16]1[CH2:17][C:18]([F:23])([F:24])[C:19]([F:21])([F:22])[CH2:20]1)[CH2:9][CH2:10][CH2:11][CH2:12][NH:13][C:36]([C:27]1[CH:28]=[N:29][C:30]2[C:35](=[CH:34][CH:33]=[CH:32][CH:31]=2)[N:26]=1)=[O:37], predict the reactants needed to synthesize it. The reactants are: C(OC(=O)[NH:7][C@H:8]([C:14]([N:16]1[CH2:20][C:19]([F:22])([F:21])[C:18]([F:24])([F:23])[CH2:17]1)=[O:15])[CH2:9][CH2:10][CH2:11][CH2:12][NH2:13])(C)(C)C.[N:26]1[C:35]2[C:30](=[CH:31][CH:32]=[CH:33][CH:34]=2)[N:29]=[CH:28][C:27]=1[C:36]([Cl:38])=[O:37]. (4) Given the product [C:1]([O:5][C:6]([N:8]1[CH2:13][CH2:12][CH:11]([CH2:14][NH:15][C:16]2[NH:20][C:19]3[CH:21]=[CH:22][CH:23]=[C:24]([C:25](=[O:27])[NH:43][CH2:42][CH2:41][O:40][CH3:39])[C:18]=3[N:17]=2)[CH2:10][CH2:9]1)=[O:7])([CH3:2])([CH3:3])[CH3:4], predict the reactants needed to synthesize it. The reactants are: [C:1]([O:5][C:6]([N:8]1[CH2:13][CH2:12][CH:11]([CH2:14][NH:15][C:16]2[NH:20][C:19]3[CH:21]=[CH:22][CH:23]=[C:24]([C:25]([OH:27])=O)[C:18]=3[N:17]=2)[CH2:10][CH2:9]1)=[O:7])([CH3:4])([CH3:3])[CH3:2].O.ON1C2C=CC=CC=2N=N1.[CH3:39][O:40][CH2:41][CH2:42][NH2:43].Cl.C(N=C=NCCCN(C)C)C. (5) Given the product [CH2:1]([N:3]([S:4]([CH2:7][CH3:8])(=[O:5])=[O:6])[C:9]1[CH:14]=[CH:13][CH:12]=[CH:11][C:10]=1[CH2:15][NH:16][C:17]1[C:22]2[C:23]([C:61]([NH:60][CH3:59])=[O:70])=[N:24][NH:25][C:21]=2[CH:20]=[C:19]([C:35]2[CH:40]=[C:39]([F:41])[C:38]([OH:42])=[CH:37][C:36]=2[CH2:51][C:52]([F:53])([F:55])[F:54])[N:18]=1)[CH3:2], predict the reactants needed to synthesize it. The reactants are: [CH2:1]([N:3]([C:9]1[CH:14]=[CH:13][CH:12]=[CH:11][C:10]=1[CH2:15][NH:16][C:17]1[C:22]2[C:23](I)=[N:24][N:25](COCC[Si](C)(C)C)[C:21]=2[CH:20]=[C:19]([C:35]2[CH:40]=[C:39]([F:41])[C:38]([O:42]COCC[Si](C)(C)C)=[CH:37][C:36]=2[CH2:51][C:52]([F:55])([F:54])[F:53])[N:18]=1)[S:4]([CH2:7][CH3:8])(=[O:6])=[O:5])[CH3:2].C1CCN2[C:59](=[N:60][CH2:61]CC2)CC1.C1C[O:70]CC1. (6) Given the product [CH:6]1[CH:7]=[N:2][CH:3]=[C:4]([CH2:8][C:9]([P:12]([OH:15])([OH:14])=[O:13])([P:12]([OH:15])([OH:14])=[O:13])[OH:11])[CH:5]=1, predict the reactants needed to synthesize it. The reactants are: Cl.[N:2]1[CH:7]=[CH:6][CH:5]=[C:4]([CH2:8][C:9]([OH:11])=O)[CH:3]=1.[P:12]([OH:15])([OH:14])[OH:13].CCCCCCCC.C(Cl)(=O)C(Cl)=O. (7) Given the product [Cl:35][C:32]1[CH:33]=[C:34]2[NH:6][C:7](=[O:36])[C:8]3([CH:13]([C:14]4[CH:19]=[CH:18][CH:17]=[C:16]([Cl:20])[CH:15]=4)[CH2:12][C:11](=[O:21])[NH:10][CH:9]3[C:22]3[CH:27]=[CH:26][CH:25]=[C:24]([Cl:28])[CH:23]=3)[C:29]2=[CH:30][CH:31]=1, predict the reactants needed to synthesize it. The reactants are: C(OC([N:6]1[C:34]2[C:29](=[CH:30][CH:31]=[C:32]([Cl:35])[CH:33]=2)[C:8]2([CH:13]([C:14]3[CH:19]=[CH:18][CH:17]=[C:16]([Cl:20])[CH:15]=3)[CH2:12][C:11](=[O:21])[NH:10][CH:9]2[C:22]2[CH:27]=[CH:26][CH:25]=[C:24]([Cl:28])[CH:23]=2)[C:7]1=[O:36])=O)C.[OH-].[Na+].